From a dataset of Full USPTO retrosynthesis dataset with 1.9M reactions from patents (1976-2016). Predict the reactants needed to synthesize the given product. (1) Given the product [CH2:1]([O:4][C:5]1[C:10]([C:11]([CH3:12])([CH3:13])[CH3:14])=[CH:9][C:8]([CH3:15])=[CH:7][C:6]=1[Si:16]([C:26]1[C:27]2[S:28][C:29]([CH3:32])=[CH:30][C:31]=2[C:23]2[C:24]=1[S:25][CH:21]([CH3:20])[CH:22]=2)([CH3:17])[CH3:18])[CH:2]=[CH2:3], predict the reactants needed to synthesize it. The reactants are: [CH2:1]([O:4][C:5]1[C:10]([C:11]([CH3:14])([CH3:13])[CH3:12])=[CH:9][C:8]([CH3:15])=[CH:7][C:6]=1[Si:16](Cl)([CH3:18])[CH3:17])[CH:2]=[CH2:3].[CH3:20][CH:21]1[S:25][C:24]2=[C:26]([Li])[C:27]3[S:28][C:29]([CH3:32])=[CH:30][C:31]=3[C:23]2=[CH:22]1. (2) Given the product [F:10][C:8]1[CH:7]=[CH:6][C:3]([C:4]#[N:5])=[C:2]([CH:19]=[O:20])[CH:9]=1, predict the reactants needed to synthesize it. The reactants are: Br[C:2]1[CH:9]=[C:8]([F:10])[CH:7]=[CH:6][C:3]=1[C:4]#[N:5].C([Mg]Cl)(C)C.CN([CH:19]=[O:20])C.Cl. (3) Given the product [O:32]1[CH:33]=[CH:34][C:30]([O:1][CH2:2][C@@H:3]2[O:7][C:6](=[O:8])[N:5]([C:9]3[CH:14]=[CH:13][C:12]([C:15]4[CH2:20][CH2:19][N:18]([CH2:21][C:22]5[CH:27]=[CH:26][CH:25]=[CH:24][CH:23]=5)[CH2:17][CH:16]=4)=[C:11]([F:28])[CH:10]=3)[CH2:4]2)=[N:31]1, predict the reactants needed to synthesize it. The reactants are: [OH:1][CH2:2][C@@H:3]1[O:7][C:6](=[O:8])[N:5]([C:9]2[CH:14]=[CH:13][C:12]([C:15]3[CH2:20][CH2:19][N:18]([CH2:21][C:22]4[CH:27]=[CH:26][CH:25]=[CH:24][CH:23]=4)[CH2:17][CH:16]=3)=[C:11]([F:28])[CH:10]=2)[CH2:4]1.O[C:30]1[CH:34]=[CH:33][O:32][N:31]=1.C1(P(C2C=CC=CC=2)C2C=CC=CC=2)C=CC=CC=1.CC(OC(/N=N/C(OC(C)C)=O)=O)C. (4) Given the product [CH3:1][N:2]1[CH2:11][C@@H:10]2[C@H:5]([CH2:6][CH2:7][CH2:8][CH2:9]2)[N:4]([CH:12]2[CH2:17][CH2:16][N:15]([CH:20]3[CH2:25][CH2:24][N:23]([C:26]([O:28][CH:29]([CH3:31])[CH3:30])=[O:27])[CH2:22][CH2:21]3)[CH2:14][CH2:13]2)[C:3]1=[O:18], predict the reactants needed to synthesize it. The reactants are: [CH3:1][N:2]1[CH2:11][C@@H:10]2[C@H:5]([CH2:6][CH2:7][CH2:8][CH2:9]2)[N:4]([CH:12]2[CH2:17][CH2:16][NH:15][CH2:14][CH2:13]2)[C:3]1=[O:18].O=[C:20]1[CH2:25][CH2:24][N:23]([C:26]([O:28][CH:29]([CH3:31])[CH3:30])=[O:27])[CH2:22][CH2:21]1. (5) The reactants are: [Br:1][C:2]1[CH:7]=[CH:6][C:5]([NH2:8])=[C:4]([NH2:9])[CH:3]=1.[S:10](Cl)(Cl)=O.S(=O)(=O)(O)O. Given the product [Br:1][C:2]1[CH:7]=[CH:6][C:5]2=[N:8][S:10][N:9]=[C:4]2[CH:3]=1, predict the reactants needed to synthesize it. (6) Given the product [C:1]([C:5]1[CH:10]=[CH:9][C:8]([N:11]2[C:15](=[O:16])[C:14]([CH3:18])([CH3:17])[N:13]([CH2:19][C:20]3[CH:25]=[CH:24][N:23]=[C:22]([NH:28][C:27]([NH:31][CH2:32][CH2:33][N:34]4[CH2:39][CH2:38][CH2:37][CH2:36][CH2:35]4)=[O:26])[CH:21]=3)[C:12]2=[O:30])=[CH:7][CH:6]=1)([CH3:4])([CH3:3])[CH3:2], predict the reactants needed to synthesize it. The reactants are: [C:1]([C:5]1[CH:10]=[CH:9][C:8]([N:11]2[C:15](=[O:16])[C:14]([CH3:18])([CH3:17])[N:13]([CH2:19][C:20]3[CH:25]=[CH:24][N:23]4[O:26][C:27](=S)[N:28]=[C:22]4[CH:21]=3)[C:12]2=[O:30])=[CH:7][CH:6]=1)([CH3:4])([CH3:3])[CH3:2].[NH2:31][CH2:32][CH2:33][N:34]1[CH2:39][CH2:38][CH2:37][CH2:36][CH2:35]1. (7) Given the product [OH:10][C:7]1[CH:8]=[CH:9][C:4]([C:2](=[O:3])[CH:1]=[CH:16][C:15]2[CH:18]=[CH:19][C:20]3[O:21][CH2:11][O:12][C:13]=3[CH:14]=2)=[CH:5][CH:6]=1, predict the reactants needed to synthesize it. The reactants are: [CH3:1][C:2]([C:4]1[CH:5]=[CH:6][C:7]([OH:10])=[CH:8][CH:9]=1)=[O:3].[CH2:11]1[O:21][C:20]2[CH:19]=[CH:18][C:15]([CH:16]=O)=[CH:14][C:13]=2[O:12]1.[OH-].[Na+]. (8) Given the product [Cl:1][C:2]1[N:10]=[C:9]2[C:5]([N:6]=[C:7]([CH2:13][N:14]3[CH2:19][CH2:18][CH:17]([C:36]4[CH:35]=[CH:34][NH:33][N:32]=4)[CH2:16][CH2:15]3)[N:8]2[CH2:11][CH3:12])=[C:4]([N:26]2[CH2:27][CH2:28][O:29][CH2:30][CH2:31]2)[N:3]=1, predict the reactants needed to synthesize it. The reactants are: [Cl:1][C:2]1[N:10]=[C:9]2[C:5]([N:6]=[C:7]([CH2:13][N:14]3[CH2:19][CH2:18][CH:17](N4CC(F)(F)C4)[CH2:16][CH2:15]3)[N:8]2[CH2:11][CH3:12])=[C:4]([N:26]2[CH2:31][CH2:30][O:29][CH2:28][CH2:27]2)[N:3]=1.[NH:32]1[CH:36]=[CH:35][C:34](C2CCNCC2)=[N:33]1.